Dataset: Catalyst prediction with 721,799 reactions and 888 catalyst types from USPTO. Task: Predict which catalyst facilitates the given reaction. (1) Reactant: [O:1]=[C:2]1[N:6]([CH2:7][O:8][CH2:9][CH2:10][Si:11]([CH3:14])([CH3:13])[CH3:12])[C:5]2[CH:15]=[CH:16][C:17]([CH:19]([C:21]3[CH:25]=[CH:24][N:23]([C:26]4[N:31]=[CH:30][C:29]([CH:32]([O:34][CH2:35][C:36]([O:38]CC)=[O:37])[CH3:33])=[CH:28][CH:27]=4)[N:22]=3)[CH3:20])=[CH:18][C:4]=2[S:3]1.[OH-].[Li+].O.[OH-].[Na+]. Product: [O:1]=[C:2]1[N:6]([CH2:7][O:8][CH2:9][CH2:10][Si:11]([CH3:14])([CH3:13])[CH3:12])[C:5]2[CH:15]=[CH:16][C:17]([CH:19]([C:21]3[CH:25]=[CH:24][N:23]([C:26]4[N:31]=[CH:30][C:29]([CH:32]([O:34][CH2:35][C:36]([OH:38])=[O:37])[CH3:33])=[CH:28][CH:27]=4)[N:22]=3)[CH3:20])=[CH:18][C:4]=2[S:3]1. The catalyst class is: 7. (2) Product: [Br:12][C:8]1[C:9]([CH3:11])=[CH:10][C:2]([OH:1])=[C:3]([CH:7]=1)[C:4]([OH:6])=[O:5]. The catalyst class is: 15. Reactant: [OH:1][C:2]1[CH:10]=[C:9]([CH3:11])[CH:8]=[CH:7][C:3]=1[C:4]([OH:6])=[O:5].[Br:12]Br.O. (3) Reactant: FC(F)(F)C(O)=O.[Cl:8][C:9]1[N:10]=[CH:11][N:12]([C:14]2[CH:19]=[CH:18][C:17]([NH:20][C:21]3[N:38]=[C:24]4[CH:25]([C:31]5[CH:36]=[CH:35][C:34]([F:37])=[CH:33][CH:32]=5)[CH2:26][C:27](=O)[CH2:28][CH2:29][N:23]4[N:22]=3)=[CH:16][C:15]=2[O:39][CH3:40])[CH:13]=1.[NH:41]1[CH2:44][CH2:43][CH2:42]1.C([BH3-])#N.[Na+].C(O)(C(F)(F)F)=O. Product: [N:41]1([CH:27]2[CH2:28][CH2:29][N:23]3[N:22]=[C:21]([NH:20][C:17]4[CH:18]=[CH:19][C:14]([N:12]5[CH:13]=[C:9]([Cl:8])[N:10]=[CH:11]5)=[C:15]([O:39][CH3:40])[CH:16]=4)[N:38]=[C:24]3[CH:25]([C:31]3[CH:32]=[CH:33][C:34]([F:37])=[CH:35][CH:36]=3)[CH2:26]2)[CH2:44][CH2:43][CH2:42]1. The catalyst class is: 8. (4) Reactant: C(O[CH:4](OCC)[CH2:5][NH:6][C:7](=[O:16])[NH:8][C:9]1[CH:14]=[CH:13][C:12]([CH3:15])=[CH:11][CH:10]=1)C.C(=O)(O)[O-].[Na+]. Product: [CH3:15][C:12]1[CH:11]=[CH:10][C:9]([N:8]2[CH:4]=[CH:5][NH:6][C:7]2=[O:16])=[CH:14][CH:13]=1. The catalyst class is: 65. (5) Reactant: [CH3:1][C:2]1[O:3][CH:4]=[CH:5][C:6]=1[C:7]([O:9][CH3:10])=[O:8].[Br:11]N1C(=O)CCC1=O.O. Product: [Br:11][C:4]1[O:3][C:2]([CH3:1])=[C:6]([C:7]([O:9][CH3:10])=[O:8])[CH:5]=1. The catalyst class is: 9. (6) Reactant: [CH2:1]([NH:4][C:5]1[C:14]2[C:9](=[CH:10][CH:11]=[C:12]([N+:15]([O-:17])=[O:16])[CH:13]=2)[N:8]=[C:7](Cl)[N:6]=1)[CH:2]=[CH2:3].[CH2:19]([NH2:22])[CH2:20][NH2:21]. Product: [CH2:1]([NH:4][C:5]1[C:14]2[C:9](=[CH:10][CH:11]=[C:12]([N+:15]([O-:17])=[O:16])[CH:13]=2)[N:8]=[C:7]([NH:21][CH2:20][CH2:19][NH2:22])[N:6]=1)[CH:2]=[CH2:3]. The catalyst class is: 6. (7) Reactant: [F:1][C:2]([F:27])([F:26])[C:3]([C:5]1[CH:10]=[CH:9][C:8]([N:11]2[CH2:16][CH2:15][N:14]([S:17]([C:20]3[CH:25]=[CH:24][CH:23]=[CH:22][CH:21]=3)(=[O:19])=[O:18])[CH2:13][CH2:12]2)=[CH:7][CH:6]=1)=[O:4].[CH:28]1([Mg]Br)[CH2:30][CH2:29]1. Product: [CH:28]1([C:3]([C:5]2[CH:6]=[CH:7][C:8]([N:11]3[CH2:16][CH2:15][N:14]([S:17]([C:20]4[CH:25]=[CH:24][CH:23]=[CH:22][CH:21]=4)(=[O:19])=[O:18])[CH2:13][CH2:12]3)=[CH:9][CH:10]=2)([OH:4])[C:2]([F:1])([F:26])[F:27])[CH2:30][CH2:29]1. The catalyst class is: 1.